From a dataset of Reaction yield outcomes from USPTO patents with 853,638 reactions. Predict the reaction yield, written as a fraction of the theoretical maximum amount of product (1.0 means a 100% yield; for example, 0.34 means a 34% yield). (1) The reactants are [C:9](O[C:9]([O:11][C:12]([CH3:15])([CH3:14])[CH3:13])=[O:10])([O:11][C:12]([CH3:15])([CH3:14])[CH3:13])=[O:10].C(N(CC)CC)C.Cl.[F:24][C:25]1[CH:30]=[CH:29][CH:28]=[CH:27][C:26]=1[NH:31][NH2:32]. The catalyst is CO. The product is [C:12]([O:11][C:9]([NH:32][NH:31][C:26]1[CH:27]=[CH:28][CH:29]=[CH:30][C:25]=1[F:24])=[O:10])([CH3:13])([CH3:14])[CH3:15]. The yield is 0.710. (2) The product is [NH2:1][C:2]1[N:10]=[CH:9][C:8]([Br:11])=[CH:7][C:3]=1[C:4]([OH:6])=[O:5]. The catalyst is C(O)(=O)C. The yield is 0.980. The reactants are [NH2:1][C:2]1[N:10]=[CH:9][CH:8]=[CH:7][C:3]=1[C:4]([OH:6])=[O:5].[Br:11]Br.